This data is from Forward reaction prediction with 1.9M reactions from USPTO patents (1976-2016). The task is: Predict the product of the given reaction. (1) The product is: [Cl:1][C:2]1[CH:3]=[C:4]([S:31]([C:25]2[CH:30]=[CH:29][CH:28]=[CH:27][CH:26]=2)(=[O:33])=[O:32])[CH:5]=[C:6]2[C:10]=1[N:9]([CH:11]1[CH2:16][CH2:15][N:14]([C:17]([O:19][C:20]([CH3:23])([CH3:22])[CH3:21])=[O:18])[CH2:13][CH2:12]1)[CH2:8][CH2:7]2. Given the reactants [Cl:1][C:2]1[CH:3]=[C:4](I)[CH:5]=[C:6]2[C:10]=1[N:9]([CH:11]1[CH2:16][CH2:15][N:14]([C:17]([O:19][C:20]([CH3:23])([CH3:22])[CH3:21])=[O:18])[CH2:13][CH2:12]1)[CH2:8][CH2:7]2.[C:25]1([S:31]([O-:33])=[O:32])[CH:30]=[CH:29][CH:28]=[CH:27][CH:26]=1.[Na+], predict the reaction product. (2) Given the reactants [F:1][C:2]1[CH:3]=[C:4]([CH:29]=[CH:30][C:31]=1[F:32])[O:5][C:6]1[N:11]=[C:10]([O:12][CH3:13])[C:9](S(C(F)(F)F)(=O)=O)=[C:8]([C:21]2[CH:26]=[CH:25][C:24]([Cl:27])=[CH:23][C:22]=2[Cl:28])[N:7]=1.C(=O)([O-])[O-].[K+].[K+].[F:39][C:40]1[CH:45]=[CH:44][C:43](B(O)O)=[CH:42][CH:41]=1, predict the reaction product. The product is: [F:1][C:2]1[CH:3]=[C:4]([CH:29]=[CH:30][C:31]=1[F:32])[O:5][C:6]1[N:11]=[C:10]([O:12][CH3:13])[C:9]([C:43]2[CH:44]=[CH:45][C:40]([F:39])=[CH:41][CH:42]=2)=[C:8]([C:21]2[CH:26]=[CH:25][C:24]([Cl:27])=[CH:23][C:22]=2[Cl:28])[N:7]=1. (3) The product is: [Cl:1][C:2]1[CH:3]=[C:4]([C@@H:9]2[C:18]3[C:13](=[CH:14][CH:15]=[CH:16][CH:17]=3)[C@H:12]([NH:19][C:28]([C:27]3[CH:26]=[CH:25][N:24]([CH3:31])[C:23](=[O:32])[C:22]=3[OH:21])=[O:29])[CH2:11][CH2:10]2)[CH:5]=[CH:6][C:7]=1[Cl:8]. Given the reactants [Cl:1][C:2]1[CH:3]=[C:4]([C@@H:9]2[C:18]3[C:13](=[CH:14][CH:15]=[CH:16][CH:17]=3)[C@H:12]([NH2:19])[CH2:11][CH2:10]2)[CH:5]=[CH:6][C:7]=1[Cl:8].C[O:21][C:22]1[C:23](=[O:32])[N:24]([CH3:31])[CH:25]=[CH:26][C:27]=1[C:28](Cl)=[O:29].CCN(CC)CC, predict the reaction product. (4) Given the reactants C1(C(=[N:14][C@@H:15]([C@H:23]2[CH2:28][CH2:27][CH2:26][C:25](=[O:29])[CH2:24]2)[C:16]([O:18][C:19]([CH3:22])([CH3:21])[CH3:20])=[O:17])C2C=CC=CC=2)C=CC=CC=1, predict the reaction product. The product is: [NH2:14][C@@H:15]([C@H:23]1[CH2:28][CH2:27][CH2:26][C:25](=[O:29])[CH2:24]1)[C:16]([O:18][C:19]([CH3:22])([CH3:21])[CH3:20])=[O:17].